This data is from Full USPTO retrosynthesis dataset with 1.9M reactions from patents (1976-2016). The task is: Predict the reactants needed to synthesize the given product. Given the product [N:5]1[N:6]2[CH2:17][CH2:16][CH2:15][C:7]2=[CH:8][C:9]=1[C:10]([OH:12])=[O:11], predict the reactants needed to synthesize it. The reactants are: [O-]CC.[Na+].[N:5]1[N:6]2[CH2:17][CH2:16][CH2:15][C:7]2=[CH:8][C:9]=1[C:10]([O:12]CC)=[O:11].N1N2CCCC2=C(C(OCC)=O)C=1.